Predict the product of the given reaction. From a dataset of Forward reaction prediction with 1.9M reactions from USPTO patents (1976-2016). (1) Given the reactants [Cl:1][C:2]1[C:3]([CH2:13][C:14](Cl)(Cl)Cl)=[C:4]2[C:9](=[CH:10][CH:11]=1)[N:8]=[CH:7][C:6]([CH3:12])=[CH:5]2.C[O-:19].[Na+].OS(O)(=O)=O.[C:26]([O-])(O)=[O:27].[Na+], predict the reaction product. The product is: [CH3:26][O:27][C:14](=[O:19])[CH2:13][C:3]1[C:2]([Cl:1])=[CH:11][CH:10]=[C:9]2[C:4]=1[CH:5]=[C:6]([CH3:12])[CH:7]=[N:8]2. (2) Given the reactants N[C:2]1[N:3]=[C:4]([O:21][CH2:22][C:23]2[CH:28]=[CH:27][CH:26]=[CH:25][CH:24]=2)[C:5]2[N:10]([CH2:11][O:12][CH2:13][C:14]3[CH:19]=[CH:18][CH:17]=[CH:16][CH:15]=3)[CH:9]=[C:8]([Br:20])[C:6]=2[N:7]=1.N1C=CC=CC=1.[FH:35].N(OC(C)(C)C)=O.C([O-])(O)=O.[Na+].C([O-])([O-])=O.[Na+].[Na+], predict the reaction product. The product is: [CH2:22]([O:21][C:4]1[C:5]2[N:10]([CH2:11][O:12][CH2:13][C:14]3[CH:19]=[CH:18][CH:17]=[CH:16][CH:15]=3)[CH:9]=[C:8]([Br:20])[C:6]=2[N:7]=[C:2]([F:35])[N:3]=1)[C:23]1[CH:28]=[CH:27][CH:26]=[CH:25][CH:24]=1. (3) Given the reactants [Cl:1][C:2]1[CH:3]=[C:4]([CH:19]=[CH:20][C:21]=1[C:22](O)=[O:23])[C:5]([NH:7][CH2:8][C:9]1[NH:13][C:12]2[CH:14]=[CH:15][C:16]([Cl:18])=[CH:17][C:11]=2[N:10]=1)=[O:6].[NH:25]1[CH2:30][CH2:29][CH2:28][CH:27]([CH2:31][CH2:32][NH:33]C(=O)OC(C)(C)C)[CH2:26]1.CN(C(ON1N=NC2C=CC=CC1=2)=[N+](C)C)C.[B-](F)(F)(F)F.FC(F)(F)C(O)=O, predict the reaction product. The product is: [NH2:33][CH2:32][CH2:31][CH:27]1[CH2:28][CH2:29][CH2:30][N:25]([C:22]([C:21]2[CH:20]=[CH:19][C:4]([C:5]([NH:7][CH2:8][C:9]3[NH:13][C:12]4[CH:14]=[CH:15][C:16]([Cl:18])=[CH:17][C:11]=4[N:10]=3)=[O:6])=[CH:3][C:2]=2[Cl:1])=[O:23])[CH2:26]1. (4) Given the reactants C1(C(C2C=CC=CC=2)[N:8]2[CH2:11][CH:10]([O:12][C:13]3[C:18]4[CH:19]=[C:20]([CH3:22])[O:21][C:17]=4[CH:16]=[C:15]([C:23]([O:25][CH2:26][CH3:27])=[O:24])[CH:14]=3)[CH2:9]2)C=CC=CC=1, predict the reaction product. The product is: [NH:8]1[CH2:11][CH:10]([O:12][C:13]2[C:18]3[CH:19]=[C:20]([CH3:22])[O:21][C:17]=3[CH:16]=[C:15]([C:23]([O:25][CH2:26][CH3:27])=[O:24])[CH:14]=2)[CH2:9]1. (5) Given the reactants [Br:1][C:2]1[CH:3]=[N:4][C:5](Cl)=[C:6]([CH:9]=1)[CH:7]=[O:8].Cl.[CH3:12][CH:13]1[CH:17]([CH3:18])[CH2:16][NH:15][CH2:14]1.C(=O)([O-])[O-].[Na+].[Na+], predict the reaction product. The product is: [Br:1][C:2]1[CH:3]=[N:4][C:5]([N:15]2[CH2:16][CH:17]([CH3:18])[CH:13]([CH3:12])[CH2:14]2)=[C:6]([CH:9]=1)[CH:7]=[O:8]. (6) Given the reactants C1(C)C=CC(S(O)(=O)=O)=CC=1.[Cl:12][C:13]1[CH:14]=[N:15][CH:16]=[C:17]([Cl:35])[C:18]=1[CH2:19][CH:20]([C:22]1[C:27]2[CH2:28][C:29]([CH3:32])([CH3:31])[O:30][C:26]=2[C:25]([O:33][CH3:34])=[CH:24][CH:23]=1)O.C(=O)(O)[O-].[Na+], predict the reaction product. The product is: [Cl:12][C:13]1[CH:14]=[N:15][CH:16]=[C:17]([Cl:35])[C:18]=1/[CH:19]=[CH:20]/[C:22]1[C:27]2[CH2:28][C:29]([CH3:32])([CH3:31])[O:30][C:26]=2[C:25]([O:33][CH3:34])=[CH:24][CH:23]=1. (7) Given the reactants [F:1][C:2]1[C:10]([O:11][C:12]2[C:21]3[C:16](=[CH:17][C:18]([OH:24])=[C:19]([O:22][CH3:23])[CH:20]=3)[N:15]=[N:14][CH:13]=2)=[CH:9][CH:8]=[C:7]2[C:3]=1[CH:4]=[C:5]([CH3:25])[NH:6]2.O[CH2:27][CH2:28][N:29]1[CH2:33][CH2:32][CH2:31][CH2:30]1, predict the reaction product. The product is: [F:1][C:2]1[C:10]([O:11][C:12]2[C:21]3[C:16](=[CH:17][C:18]([O:24][CH2:27][CH2:28][N:29]4[CH2:33][CH2:32][CH2:31][CH2:30]4)=[C:19]([O:22][CH3:23])[CH:20]=3)[N:15]=[N:14][CH:13]=2)=[CH:9][CH:8]=[C:7]2[C:3]=1[CH:4]=[C:5]([CH3:25])[NH:6]2.